This data is from Full USPTO retrosynthesis dataset with 1.9M reactions from patents (1976-2016). The task is: Predict the reactants needed to synthesize the given product. (1) Given the product [C:6]1([S:12]([NH:1][CH2:2][C:3]([OH:5])=[O:4])(=[O:14])=[O:13])[CH:11]=[CH:10][CH:9]=[CH:8][CH:7]=1, predict the reactants needed to synthesize it. The reactants are: [NH2:1][CH2:2][C:3]([OH:5])=[O:4].[C:6]1([S:12](Cl)(=[O:14])=[O:13])[CH:11]=[CH:10][CH:9]=[CH:8][CH:7]=1. (2) Given the product [Br:1][C:2]1[CH:7]=[C:6]([NH:12][CH:13]([CH3:17])[CH2:14][C:15]#[N:16])[C:5]([N+:9]([O-:11])=[O:10])=[CH:4][N:3]=1, predict the reactants needed to synthesize it. The reactants are: [Br:1][C:2]1[CH:7]=[C:6](Br)[C:5]([N+:9]([O-:11])=[O:10])=[CH:4][N:3]=1.[NH2:12][CH:13]([CH3:17])[CH2:14][C:15]#[N:16].C(N(CC)CC)C. (3) Given the product [CH:31]1([N:30]([CH2:29][C:28]([F:27])([F:37])[F:38])[C:10](=[O:12])[C:9]2[CH:8]=[CH:7][C:6]([C@@:3]([OH:5])([CH3:4])[C:2]([F:1])([F:16])[F:15])=[CH:14][CH:13]=2)[CH2:32][CH2:33][CH2:34][CH2:35][CH2:36]1, predict the reactants needed to synthesize it. The reactants are: [F:1][C:2]([F:16])([F:15])[C@:3]([C:6]1[CH:14]=[CH:13][C:9]([C:10]([OH:12])=O)=[CH:8][CH:7]=1)([OH:5])[CH3:4].N1C=CC=CC=1.O=S(Cl)Cl.[F:27][C:28]([F:38])([F:37])[CH2:29][NH:30][CH:31]1[CH2:36][CH2:35][CH2:34][CH2:33][CH2:32]1.Cl. (4) The reactants are: [N+:1]([C:4]1[CH:9]=[CH:8][C:7]([N:10]2[CH2:15][CH2:14][NH:13][CH2:12][CH2:11]2)=[CH:6][CH:5]=1)([O-:3])=[O:2].Cl[C:17]1[CH:22]=[CH:21][CH:20]=[CH:19][N:18]=1. Given the product [N+:1]([C:4]1[CH:5]=[CH:6][C:7]([N:10]2[CH2:15][CH2:14][N:13]([C:17]3[CH:22]=[CH:21][CH:20]=[CH:19][N:18]=3)[CH2:12][CH2:11]2)=[CH:8][CH:9]=1)([O-:3])=[O:2], predict the reactants needed to synthesize it.